The task is: Predict the reactants needed to synthesize the given product.. This data is from Full USPTO retrosynthesis dataset with 1.9M reactions from patents (1976-2016). (1) Given the product [C:9]([C:8]1[CH:11]=[CH:12][C:5]([N:4]([CH2:17][C:18]([F:19])([F:20])[F:21])[CH2:3][CH2:2][O:1][C:30]2[CH:31]=[C:26]([NH:25][C:22](=[O:24])[CH3:23])[CH:27]=[CH:28][CH:29]=2)=[CH:6][C:7]=1[C:13]([F:15])([F:16])[F:14])#[N:10], predict the reactants needed to synthesize it. The reactants are: [OH:1][CH2:2][CH2:3][N:4]([CH2:17][C:18]([F:21])([F:20])[F:19])[C:5]1[CH:12]=[CH:11][C:8]([C:9]#[N:10])=[C:7]([C:13]([F:16])([F:15])[F:14])[CH:6]=1.[C:22]([NH:25][C:26]1[CH:27]=[C:28](O)[CH:29]=[CH:30][CH:31]=1)(=[O:24])[CH3:23]. (2) Given the product [CH3:17][Si:18]([C:21]#[C:1][C:2]1[CH:3]=[C:4]([C:13]([O:15][CH3:16])=[O:14])[C:5]2[CH:6]=[CH:7][C:8](=[O:12])[O:9][C:10]=2[CH:11]=1)([CH3:20])[CH3:19], predict the reactants needed to synthesize it. The reactants are: [CH3:1][C:2]1[CH:3]=[C:4]([C:13]([O:15][CH3:16])=[O:14])[C:5]2[CH:6]=[CH:7][C:8](=[O:12])[O:9][C:10]=2[CH:11]=1.[CH3:17][Si:18]([C:21]#C)([CH3:20])[CH3:19]. (3) Given the product [CH3:10][CH:11]1[CH2:16][NH:15][CH:14]([CH3:17])[CH2:13][N:12]1[C:25](=[O:26])[CH2:24][C:18]1[CH:23]=[CH:22][CH:21]=[CH:20][CH:19]=1, predict the reactants needed to synthesize it. The reactants are: C(N(C(C)C)CC)(C)C.[CH3:10][CH:11]1[CH2:16][NH:15][CH:14]([CH3:17])[CH2:13][NH:12]1.[C:18]1([CH2:24][C:25](O)=[O:26])[CH:23]=[CH:22][CH:21]=[CH:20][CH:19]=1.CN(C(ON1N=NC2C=CC=NC1=2)=[N+](C)C)C.F[P-](F)(F)(F)(F)F. (4) The reactants are: [CH:1]1([CH2:6][CH:7]([C:11]2[CH:16]=[CH:15][C:14]([Cl:17])=[C:13]([Cl:18])[CH:12]=2)[C:8]([OH:10])=O)[CH2:5][CH2:4][CH2:3][CH2:2]1.C(Cl)(=O)C(Cl)=O.[NH2:25][C:26]1[N:31]=[CH:30][CH:29]=[CH:28][N:27]=1. Given the product [CH:1]1([CH2:6][CH:7]([C:11]2[CH:16]=[CH:15][C:14]([Cl:17])=[C:13]([Cl:18])[CH:12]=2)[C:8]([NH:25][C:26]2[N:31]=[CH:30][CH:29]=[CH:28][N:27]=2)=[O:10])[CH2:2][CH2:3][CH2:4][CH2:5]1, predict the reactants needed to synthesize it. (5) Given the product [OH:30][CH2:29][CH2:28][CH2:27][CH2:26][O:25][C:22]1[CH:21]=[CH:20][C:19]([C:3]([CH2:1][CH3:2])=[C:4]([C:5]2[CH:6]=[CH:7][C:8]([OH:11])=[CH:9][CH:10]=2)[C:12]2[CH:17]=[CH:16][C:15]([OH:18])=[CH:14][CH:13]=2)=[CH:24][CH:23]=1, predict the reactants needed to synthesize it. The reactants are: [CH2:1]([C:3]([C:19]1[CH:24]=[CH:23][C:22]([O:25][CH2:26][CH2:27][CH2:28][C:29](OCC)=[O:30])=[CH:21][CH:20]=1)=[C:4]([C:12]1[CH:17]=[CH:16][C:15]([OH:18])=[CH:14][CH:13]=1)[C:5]1[CH:10]=[CH:9][C:8]([OH:11])=[CH:7][CH:6]=1)[CH3:2].[H-].[Al+3].[Li+].[H-].[H-].[H-]. (6) The reactants are: [F:1][C:2]1[C:3]([CH3:14])=[N:4][C:5]2[C:10]([CH:11]=1)=[CH:9][CH:8]=[C:7]([O:12]C)[CH:6]=2.B(Br)(Br)Br.CO. Given the product [F:1][C:2]1[C:3]([CH3:14])=[N:4][C:5]2[C:10]([CH:11]=1)=[CH:9][CH:8]=[C:7]([OH:12])[CH:6]=2, predict the reactants needed to synthesize it. (7) The reactants are: [Br:1][C:2]1[CH:7]=[CH:6][C:5]([N:8]2[CH2:13][CH2:12][N:11]([S:14]([CH3:17])(=[O:16])=[O:15])[CH2:10][CH2:9]2)=[CH:4][CH:3]=1.C[Si]([N-][Si](C)(C)C)(C)C.[Li+].Cl[Si](C)(C)C.[N:33]1[CH:38]=[CH:37][CH:36]=[N:35][C:34]=1CCCC=O. Given the product [Br:1][C:2]1[CH:3]=[CH:4][C:5]([N:8]2[CH2:13][CH2:12][N:11]([S:14]([CH:17]=[CH:7][CH2:2][CH2:3][CH2:4][C:37]3[CH:36]=[N:35][CH:34]=[N:33][CH:38]=3)(=[O:15])=[O:16])[CH2:10][CH2:9]2)=[CH:6][CH:7]=1, predict the reactants needed to synthesize it. (8) Given the product [CH3:20][O:21][C:22]1[CH:23]=[C:24]([S:28]([N:13]2[C:14]3=[CH:15][N:16]=[CH:17][CH:18]=[C:19]3[C:11]([CH2:10][CH2:9][NH:8][C:1](=[O:2])[O:3][C:4]([CH3:6])([CH3:7])[CH3:5])=[CH:12]2)(=[O:30])=[O:29])[CH:25]=[CH:26][CH:27]=1, predict the reactants needed to synthesize it. The reactants are: [C:1]([NH:8][CH2:9][CH2:10][C:11]1[C:19]2[C:14](=[CH:15][N:16]=[CH:17][CH:18]=2)[NH:13][CH:12]=1)([O:3][C:4]([CH3:7])([CH3:6])[CH3:5])=[O:2].[CH3:20][O:21][C:22]1[CH:23]=[C:24]([S:28](Cl)(=[O:30])=[O:29])[CH:25]=[CH:26][CH:27]=1.CC(C)([O-])C.[K+].C([O-])(O)=O.[Na+]. (9) The reactants are: [CH2:1]([OH:4])[CH2:2][OH:3].[Cl:5][C:6]1[N:7]=[C:8]([N:21]2[CH2:25][CH2:24][C:23](=O)[CH2:22]2)[C:9]2[CH2:14][CH2:13][CH:12]([C:15]3[CH:20]=[CH:19][CH:18]=[CH:17][CH:16]=3)[C:10]=2[N:11]=1.CC1C=CC(S(O)(=O)=O)=CC=1.O. Given the product [Cl:5][C:6]1[N:7]=[C:8]([N:21]2[CH2:25][CH2:24][C:23]3([O:4][CH2:1][CH2:2][O:3]3)[CH2:22]2)[C:9]2[CH2:14][CH2:13][CH:12]([C:15]3[CH:20]=[CH:19][CH:18]=[CH:17][CH:16]=3)[C:10]=2[N:11]=1, predict the reactants needed to synthesize it.